This data is from Catalyst prediction with 721,799 reactions and 888 catalyst types from USPTO. The task is: Predict which catalyst facilitates the given reaction. (1) Reactant: C1(C)C=CC=CC=1.CO[C@@:10]([C:39]([OH:41])=[O:40])([N:14]([C:33](=[O:38])[CH2:34][CH2:35][CH2:36][CH3:37])[CH2:15][C:16]1[CH:21]=[CH:20][C:19]([C:22]2[CH:27]=[CH:26][CH:25]=[CH:24][C:23]=2[C:28]2[NH:32][N:31]=[N:30][N:29]=2)=[CH:18][CH:17]=1)[CH:11]([CH3:13])[CH3:12]. Product: [CH3:37][CH2:36][CH2:35][CH2:34][C:33]([N:14]([C@H:10]([C:39]([OH:41])=[O:40])[CH:11]([CH3:13])[CH3:12])[CH2:15][C:16]1[CH:17]=[CH:18][C:19]([C:22]2[CH:27]=[CH:26][CH:25]=[CH:24][C:23]=2[C:28]2[NH:29][N:30]=[N:31][N:32]=2)=[CH:20][CH:21]=1)=[O:38]. The catalyst class is: 6. (2) Reactant: [CH3:1][N:2]1[CH2:7][CH2:6][N:5]([C:8]2[C:16]3[N:15]=[C:14]([CH2:17][N:18]4[CH:31]5[CH:22]([CH2:23][CH2:24][C:25]6[C:30]5=[N:29][CH:28]=[CH:27][CH:26]=6)[CH2:21][CH2:20][CH2:19]4)[NH:13][C:12]=3[CH:11]=[CH:10][CH:9]=2)[CH2:4][CH2:3]1.[C:32]([O:36][C:37](O[C:40]([O:42][C:43]([CH3:46])([CH3:45])[CH3:44])=[O:41])=[O:38])([CH3:35])([CH3:34])[CH3:33]. Product: [N:18]1([CH2:17][C:14]2[N:13]([C:37]([O:36][C:32]([CH3:35])([CH3:34])[CH3:33])=[O:38])[C:12]3[CH:11]=[CH:10][CH:9]=[C:8]([N:5]4[CH2:4][CH2:3][N:2]([CH3:1])[CH2:7][CH2:6]4)[C:16]=3[N:15]=2)[C@H:31]2[C@@H:22]([CH2:23][CH2:24][C:25]3[C:30]2=[N:29][CH:28]=[CH:27][CH:26]=3)[CH2:21][CH2:20][CH2:19]1.[N:18]1([CH2:17][C:14]2[N:13]([C:40]([O:42][C:43]([CH3:44])([CH3:45])[CH3:46])=[O:41])[C:12]3[CH:11]=[CH:10][CH:9]=[C:8]([N:5]4[CH2:6][CH2:7][N:2]([CH3:1])[CH2:3][CH2:4]4)[C:16]=3[N:15]=2)[C@@H:31]2[C@@H:22]([CH2:23][CH2:24][C:25]3[C:30]2=[N:29][CH:28]=[CH:27][CH:26]=3)[CH2:21][CH2:20][CH2:19]1. The catalyst class is: 112. (3) Reactant: [F:1][C:2]1[CH:7]=[CH:6][C:5]([CH2:8][CH2:9][CH:10]=O)=[CH:4][C:3]=1[CH3:12].CN.Cl.[BH3-][C:17]#[N:18].[Na+]. Product: [F:1][C:2]1[CH:7]=[CH:6][C:5]([CH2:8][CH2:9][CH2:10][NH:18][CH3:17])=[CH:4][C:3]=1[CH3:12]. The catalyst class is: 5. (4) Reactant: Br[C:2]1[CH:19]=[N:18][C:5]2[N:6]=[CH:7][N:8]([C:11]3[CH:16]=[CH:15][CH:14]=[CH:13][C:12]=3[F:17])[C:9](=[O:10])[C:4]=2[CH:3]=1.[F:20][C:21]1[CH:26]=[CH:25][C:24]([C:27]2[O:28][C:29]3[CH:39]=[C:38]([N:40]([CH3:45])[S:41]([CH3:44])(=[O:43])=[O:42])[C:37](B4OC(C)(C)C(C)(C)O4)=[CH:36][C:30]=3[C:31]=2[C:32]([NH:34][CH3:35])=[O:33])=[CH:23][CH:22]=1.[O-]P([O-])([O-])=O.[K+].[K+].[K+]. Product: [F:20][C:21]1[CH:26]=[CH:25][C:24]([C:27]2[O:28][C:29]3[CH:39]=[C:38]([N:40]([CH3:45])[S:41]([CH3:44])(=[O:42])=[O:43])[C:37]([C:2]4[CH:19]=[N:18][C:5]5[N:6]=[CH:7][N:8]([C:11]6[CH:16]=[CH:15][CH:14]=[CH:13][C:12]=6[F:17])[C:9](=[O:10])[C:4]=5[CH:3]=4)=[CH:36][C:30]=3[C:31]=2[C:32]([NH:34][CH3:35])=[O:33])=[CH:23][CH:22]=1. The catalyst class is: 423. (5) The catalyst class is: 44. Product: [C:23]([O:27][C:28]([N:30]1[CH2:35][CH2:34][N:33]([C:9]2[N:8]([CH2:1][C:2]3[CH:7]=[CH:6][CH:5]=[CH:4][CH:3]=3)[C:16]3[C:15](=[O:17])[NH:14][C:13](=[O:18])[N:12]([CH3:19])[C:11]=3[C:10]=2[C:20]#[N:21])[CH2:32][CH2:31]1)=[O:29])([CH3:26])([CH3:24])[CH3:25]. Reactant: [CH2:1]([N:8]1[C:16]2[C:15](=[O:17])[NH:14][C:13](=[O:18])[N:12]([CH3:19])[C:11]=2[C:10]([C:20]#[N:21])=[C:9]1Br)[C:2]1[CH:7]=[CH:6][CH:5]=[CH:4][CH:3]=1.[C:23]([O:27][C:28]([N:30]1[CH2:35][CH2:34][NH:33][CH2:32][CH2:31]1)=[O:29])([CH3:26])([CH3:25])[CH3:24].